This data is from hERG Central: cardiac toxicity at 1µM, 10µM, and general inhibition. The task is: Predict hERG channel inhibition at various concentrations. (1) The drug is c1ccc2c(c1)OCCOCCOCCOCCOCCOc1ccccc1OCCOCCOCCO2. Results: hERG_inhib (hERG inhibition (general)): blocker. (2) The drug is CCOC(=O)c1c(CSCc2ccccc2)oc2ccc(O)c(CN(C)C)c12.Cl. Results: hERG_inhib (hERG inhibition (general)): blocker. (3) The drug is CC[C@H](C)[C@H](NC(=O)OCc1ccccc1)C(=O)OCC(=O)N(C)CC(=O)Nc1ccccc1Cl. Results: hERG_inhib (hERG inhibition (general)): blocker. (4) Results: hERG_inhib (hERG inhibition (general)): blocker. The compound is CN1CCN(/N=C/c2nc(-c3ccc(Cl)cc3)n3ccccc23)CC1. (5) The molecule is COC(=O)c1[nH]c2ccc(C)cc2c1NC(=O)CN1CCN(Cc2ccccc2)CC1. Results: hERG_inhib (hERG inhibition (general)): blocker. (6) The drug is Cc1ccc(C(=O)N2CCC(C(=O)c3ccc(Cl)cc3)CC2)cc1. Results: hERG_inhib (hERG inhibition (general)): blocker. (7) The compound is COc1ccc(CNCCC(c2ccc(OC(C)C)cc2)c2ccccc2OC)cc1OC. Results: hERG_inhib (hERG inhibition (general)): blocker.